From a dataset of HIV replication inhibition screening data with 41,000+ compounds from the AIDS Antiviral Screen. Binary Classification. Given a drug SMILES string, predict its activity (active/inactive) in a high-throughput screening assay against a specified biological target. The compound is CCCCCCCCCCCCCCCCCCSCC(C)(COP(=O)(O)OP(=O)(O)OCC1OC(n2cc(C)c(=O)[nH]c2=O)CC1N=[N+]=[N-])OC(=O)CCCCCCCCCCCCCCC.[NaH]. The result is 1 (active).